This data is from Reaction yield outcomes from USPTO patents with 853,638 reactions. The task is: Predict the reaction yield, written as a fraction of the theoretical maximum amount of product (1.0 means a 100% yield; for example, 0.34 means a 34% yield). (1) The reactants are C([O:4][C:5]1[C:6]([C:22](=[O:29])[C:23]2[CH:28]=[CH:27][CH:26]=[CH:25][CH:24]=2)=[C:7]([CH2:17][C:18]([O:20][CH3:21])=[O:19])[C:8]([CH2:15][CH3:16])=[C:9]([O:11]CC=C)[CH:10]=1)C=C.C1(P(C2C=CC=CC=2)C2C=CC=CC=2)C=CC=CC=1. The catalyst is C(O)(=O)C.C([O-])(=O)C.[Pd+2].C([O-])(=O)C. The product is [C:22]([C:6]1[C:5]([OH:4])=[CH:10][C:9]([OH:11])=[C:8]([CH2:15][CH3:16])[C:7]=1[CH2:17][C:18]([O:20][CH3:21])=[O:19])(=[O:29])[C:23]1[CH:24]=[CH:25][CH:26]=[CH:27][CH:28]=1. The yield is 0.600. (2) The reactants are [C:1](Cl)(=O)C.[CH2:5]([C:7]1[C:8]([O:18]C)=[N:9][C:10]([CH3:17])=[C:11]([CH:16]=1)[C:12](NO)=N)C.[N:20]1[CH:25]=[CH:24][CH:23]=[CH:22][CH:21]=1. No catalyst specified. The product is [CH3:17][C:10]1[NH:9][C:8](=[O:18])[C:7]([CH3:5])=[CH:16][C:11]=1[C:12]1[CH:1]=[C:24]([CH:23]=[CH:22][CH:21]=1)[C:25]#[N:20]. The yield is 0.200. (3) The reactants are [OH:1][C:2]1[CH:3]=[C:4]2[C:8](=[CH:9][CH:10]=1)[C:7](=O)[NH:6][C:5]2=[O:12].[C:13](=[O:16])([O-])[O-].[K+].[K+].[F:19][C:20]1[CH:27]=[CH:26][C:23]([CH2:24]Br)=[CH:22][CH:21]=1. The catalyst is C(O)C. The product is [F:19][C:20]1[CH:27]=[CH:26][C:23]([CH2:7][N:6]2[C:5](=[O:12])[C:4]3[C:8](=[CH:9][CH:10]=[C:2]([O:1][CH2:24][C:23]4[CH:26]=[CH:27][C:20]([F:19])=[CH:21][CH:22]=4)[CH:3]=3)[C:13]2=[O:16])=[CH:22][CH:21]=1. The yield is 0.0300. (4) The reactants are [F:1][C:2]1[CH:10]=[C:9]2[C:5]([C:6]([C:11]3[CH2:12][CH2:13][N:14]([CH3:17])[CH2:15][CH:16]=3)=[CH:7][NH:8]2)=[CH:4][C:3]=1[O:18][CH3:19].[BH4-].[Na+].C(O)(=O)C.Cl.[OH-].[Na+]. The catalyst is O1CCCC1. The product is [F:1][C:2]1[CH:10]=[C:9]2[C:5]([C:6]([CH:11]3[CH2:16][CH2:15][N:14]([CH3:17])[CH2:13][CH2:12]3)=[CH:7][NH:8]2)=[CH:4][C:3]=1[O:18][CH3:19]. The yield is 0.820. (5) The reactants are [CH2:1]([C:15]1[CH:21]=[CH:20][C:18]([NH2:19])=[CH:17][CH:16]=1)[CH2:2][CH2:3][CH2:4][CH2:5][CH2:6][CH2:7][CH2:8][CH2:9][CH2:10][CH2:11][CH2:12][CH2:13][CH3:14].[F:22][B-:23]([F:26])([F:25])[F:24].[N:27]#[O+].[K+].[Br-]. The catalyst is C(#N)C.C(Cl)Cl. The product is [F:22][B-:23]([F:26])([F:25])[F:24].[CH2:1]([C:15]1[CH:16]=[CH:17][C:18]([N+:19]#[N:27])=[CH:20][CH:21]=1)[CH2:2][CH2:3][CH2:4][CH2:5][CH2:6][CH2:7][CH2:8][CH2:9][CH2:10][CH2:11][CH2:12][CH2:13][CH3:14]. The yield is 0.690.